From a dataset of Forward reaction prediction with 1.9M reactions from USPTO patents (1976-2016). Predict the product of the given reaction. Given the reactants [CH2:1]([Mg]Br)[CH2:2][CH2:3][CH2:4][CH3:5].[C:8]1([CH2:14][CH2:15][CH2:16][CH:17]2[CH2:22][CH2:21][N:20]([CH2:23][CH2:24][C:25](=[O:31])[CH2:26][CH2:27][CH2:28][CH2:29][CH3:30])[CH2:19][CH2:18]2)[CH:13]=[CH:12][CH:11]=[CH:10][CH:9]=1, predict the reaction product. The product is: [C:8]1([CH2:14][CH2:15][CH2:16][CH:17]2[CH2:18][CH2:19][N:20]([CH2:23][CH2:24][C:25]([OH:31])([CH2:1][CH2:2][CH2:3][CH2:4][CH3:5])[CH2:26][CH2:27][CH2:28][CH2:29][CH3:30])[CH2:21][CH2:22]2)[CH:9]=[CH:10][CH:11]=[CH:12][CH:13]=1.